Dataset: Full USPTO retrosynthesis dataset with 1.9M reactions from patents (1976-2016). Task: Predict the reactants needed to synthesize the given product. (1) Given the product [CH3:31][S:32]([NH:35][C:36]1[CH:37]=[C:38]([C:2]2[CH:3]=[C:4]3[C:8](=[C:9]([C:11]([NH2:13])=[O:12])[CH:10]=2)[NH:7][N:6]=[C:5]3[CH:14]2[CH2:19][CH2:18][N:17]([S:20]([CH2:23][CH2:24][CH2:25][N:26]3[CH2:27][CH2:28][CH2:29][CH2:30]3)(=[O:22])=[O:21])[CH2:16][CH2:15]2)[CH:39]=[CH:40][CH:41]=1)(=[O:34])=[O:33], predict the reactants needed to synthesize it. The reactants are: Br[C:2]1[CH:3]=[C:4]2[C:8](=[C:9]([C:11]([NH2:13])=[O:12])[CH:10]=1)[NH:7][N:6]=[C:5]2[CH:14]1[CH2:19][CH2:18][N:17]([S:20]([CH2:23][CH2:24][CH2:25][N:26]2[CH2:30][CH2:29][CH2:28][CH2:27]2)(=[O:22])=[O:21])[CH2:16][CH2:15]1.[CH3:31][S:32]([NH:35][C:36]1[CH:37]=[C:38](B(O)O)[CH:39]=[CH:40][CH:41]=1)(=[O:34])=[O:33].C(=O)([O-])[O-].[K+].[K+]. (2) Given the product [C:18]([C:20]1[CH:25]=[C:24]([CH2:2][C:3]2[N:4]=[C:5]3[S:12][C:11]([CH3:13])=[C:10]([C:14]([NH:16][CH3:17])=[O:15])[N:6]3[C:7](=[O:9])[CH:8]=2)[CH:23]=[CH:22][CH:21]=1)#[N:19], predict the reactants needed to synthesize it. The reactants are: Cl[CH2:2][C:3]1[N:4]=[C:5]2[S:12][C:11]([CH3:13])=[C:10]([C:14]([NH:16][CH3:17])=[O:15])[N:6]2[C:7](=[O:9])[CH:8]=1.[C:18]([C:20]1[CH:21]=[C:22](B(O)O)[CH:23]=[CH:24][CH:25]=1)#[N:19].P([O-])([O-])([O-])=O.[K+].[K+].[K+].O1CCOCC1. (3) Given the product [ClH:1].[CH3:24][N:25]([CH3:40])[CH2:26][CH2:27][N:28]([CH3:39])[C:29]1[S:30][C:31]2[CH:37]=[C:36]([NH:38][C:15]([C:12]3[CH:11]=[CH:10][C:9]([C:3]4[CH:4]=[CH:5][C:6]([Cl:8])=[CH:7][C:2]=4[Cl:1])=[CH:14][CH:13]=3)=[O:17])[CH:35]=[CH:34][C:32]=2[N:33]=1.[CH3:24][N:25]([CH3:40])[CH2:26][CH2:27][N:28]([CH3:39])[C:29]1[S:30][C:31]2[CH:37]=[C:36]([NH:38][C:15]([C:12]3[CH:13]=[CH:14][C:9]([C:3]4[CH:4]=[CH:5][C:6]([Cl:8])=[CH:7][C:2]=4[Cl:1])=[CH:10][CH:11]=3)=[O:16])[CH:35]=[CH:34][C:32]=2[N:33]=1, predict the reactants needed to synthesize it. The reactants are: [Cl:1][C:2]1[CH:7]=[C:6]([Cl:8])[CH:5]=[CH:4][C:3]=1[C:9]1[CH:14]=[CH:13][C:12]([C:15]([OH:17])=[O:16])=[CH:11][CH:10]=1.C(Cl)(C(Cl)=O)=O.[CH3:24][N:25]([CH3:40])[CH2:26][CH2:27][N:28]([CH3:39])[C:29]1[S:30][C:31]2[CH:37]=[C:36]([NH2:38])[CH:35]=[CH:34][C:32]=2[N:33]=1. (4) Given the product [CH3:12][CH:13]([CH2:15][CH:34]([O:33][C:32](/[CH:4]=[CH:2]\[C:1]([O:6][CH:7]([CH2:26][CH:25]([CH3:28])[CH3:29])[CH3:8])=[O:5])=[O:39])[CH3:35])[CH3:14], predict the reactants needed to synthesize it. The reactants are: [C:1]([O:6][CH2:7][CH2:8]N(C)C)(=[O:5])[C:2]([CH3:4])=C.[C:12](O)(=O)[C:13]([CH3:15])=[CH2:14].N([C:25]([CH3:29])([CH3:28])[C:26]#N)=N[C:25]([CH3:29])([CH3:28])[C:26]#N.O1[CH2:35][CH2:34][O:33][CH2:32]C1.CC([OH:39])C. (5) Given the product [Cl:15][C:16]1[C:17]([CH2:30][O:31][C:36]2[CH:37]=[CH:38][C:33]([Cl:32])=[C:34]([C:40]([F:43])([F:42])[F:41])[CH:35]=2)=[CH:18][C:19]([F:29])=[C:20]([CH:28]=1)[C:21]([O:23][C:24]([CH3:26])([CH3:27])[CH3:25])=[O:22], predict the reactants needed to synthesize it. The reactants are: ClC1C(CO)=CC(F)=C(C=1)C(OC)=O.[Cl:15][C:16]1[C:17]([CH2:30][OH:31])=[CH:18][C:19]([F:29])=[C:20]([CH:28]=1)[C:21]([O:23][C:24]([CH3:27])([CH3:26])[CH3:25])=[O:22].[Cl:32][C:33]1[CH:38]=[CH:37][C:36](O)=[CH:35][C:34]=1[C:40]([F:43])([F:42])[F:41]. (6) The reactants are: Br[C:2]1[CH:3]=[C:4]([CH:9]([F:11])[F:10])[C:5]([NH2:8])=[N:6][CH:7]=1.[CH3:12][C:13]1([CH3:29])[C:17]([CH3:19])([CH3:18])[O:16][B:15]([B:15]2[O:16][C:17]([CH3:19])([CH3:18])[C:13]([CH3:29])([CH3:12])[O:14]2)[O:14]1.C([O-])(=O)C.[K+]. Given the product [F:10][CH:9]([F:11])[C:4]1[C:5]([NH2:8])=[N:6][CH:7]=[C:2]([B:15]2[O:16][C:17]([CH3:19])([CH3:18])[C:13]([CH3:29])([CH3:12])[O:14]2)[CH:3]=1, predict the reactants needed to synthesize it.